From a dataset of hERG Central: cardiac toxicity at 1µM, 10µM, and general inhibition. Predict hERG channel inhibition at various concentrations. (1) The drug is CCCN(CCC)CCCNC(=O)c1cc2cc3ccc(Cl)cc3nc2o1. Results: hERG_inhib (hERG inhibition (general)): blocker. (2) Results: hERG_inhib (hERG inhibition (general)): blocker. The compound is Cc1ccc(Cn2c(=N)c(C(=O)NC3CCCC3)cc3c(=O)n4ccccc4nc32)cc1. (3) The molecule is N=c1c(C(=O)NC2CCCC2)cc2c(=O)n3ccccc3nc2n1CC1CCCO1. Results: hERG_inhib (hERG inhibition (general)): blocker. (4) The molecule is c1ccc(-n2c(Cc3cccnc3)nc3cnccc32)cc1. Results: hERG_inhib (hERG inhibition (general)): blocker. (5) Results: hERG_inhib (hERG inhibition (general)): blocker. The molecule is CC(C)Cc1cc(CN2CCCC(CO)(Cc3cccc(Cl)c3)C2)[nH]n1. (6) The molecule is COc1ccc(OC)c(NC(=O)CSc2ccc3nnc(-c4cccnc4)n3n2)c1. Results: hERG_inhib (hERG inhibition (general)): blocker. (7) The molecule is CCN(CC)CCCn1c(=S)[nH]c2cc(Cl)ccc2c1=O. Results: hERG_inhib (hERG inhibition (general)): blocker.